The task is: Predict the reaction yield, written as a fraction of the theoretical maximum amount of product (1.0 means a 100% yield; for example, 0.34 means a 34% yield).. This data is from Reaction yield outcomes from USPTO patents with 853,638 reactions. (1) The reactants are [Br:1][C:2]1[CH:6]=[N:5][N:4]([CH3:7])[C:3]=1[C:8]1[CH:9]=[C:10]([NH2:16])[CH:11]=[CH:12][C:13]=1[O:14][CH3:15].[F:17][C:18]([F:29])([F:28])[C:19]1[CH:24]=[CH:23][C:22]([N:25]=[C:26]=[O:27])=[CH:21][CH:20]=1. The catalyst is C(Cl)Cl. The product is [Br:1][C:2]1[CH:6]=[N:5][N:4]([CH3:7])[C:3]=1[C:8]1[CH:9]=[C:10]([NH:16][C:26]([NH:25][C:22]2[CH:21]=[CH:20][C:19]([C:18]([F:17])([F:28])[F:29])=[CH:24][CH:23]=2)=[O:27])[CH:11]=[CH:12][C:13]=1[O:14][CH3:15]. The yield is 0.830. (2) The product is [CH3:1][O:2][C:3](=[O:47])[CH2:4][C@H:5]([OH:46])[CH2:6][C@H:7]([OH:45])[CH:8]=[CH:9][C:10]1[N:11]([CH:42]([CH3:43])[CH3:44])[C:12]([C:29](=[O:41])[NH:30][C:31]2[CH:32]=[CH:33][C:34]([S:37](=[O:39])(=[O:40])[NH2:38])=[CH:35][CH:36]=2)=[C:13]([C:22]2[CH:27]=[CH:26][C:25]([F:28])=[CH:24][CH:23]=2)[C:14]=1[C:15]1[CH:20]=[CH:19][C:18]([F:21])=[CH:17][CH:16]=1. The reactants are [CH3:1][O:2][C:3](=[O:47])[CH2:4][C@H:5]([OH:46])[CH2:6][C:7](=[O:45])[CH:8]=[CH:9][C:10]1[N:11]([CH:42]([CH3:44])[CH3:43])[C:12]([C:29](=[O:41])[NH:30][C:31]2[CH:36]=[CH:35][C:34]([S:37](=[O:40])(=[O:39])[NH2:38])=[CH:33][CH:32]=2)=[C:13]([C:22]2[CH:27]=[CH:26][C:25]([F:28])=[CH:24][CH:23]=2)[C:14]=1[C:15]1[CH:20]=[CH:19][C:18]([F:21])=[CH:17][CH:16]=1.C(B(CC)OC)C.[BH4-].[Na+]. The yield is 0.580. The catalyst is C1COCC1.CO.C(O)(=O)C. (3) The reactants are [OH-].[K+].[Br:3][C:4]1[C:13]2[S:14][C:15]([CH3:18])=[C:16]([CH3:17])[C:12]=2[C:11]([C:19]2[CH:24]=[CH:23][C:22]([O:25]C(=O)C)=[CH:21][CH:20]=2)=[C:10]2[C:5]=1[CH:6]=[CH:7][CH:8]=[CH:9]2.CO. The catalyst is C1COCC1. The product is [Br:3][C:4]1[C:13]2[S:14][C:15]([CH3:18])=[C:16]([CH3:17])[C:12]=2[C:11]([C:19]2[CH:20]=[CH:21][C:22]([OH:25])=[CH:23][CH:24]=2)=[C:10]2[C:5]=1[CH:6]=[CH:7][CH:8]=[CH:9]2. The yield is 0.730. (4) The reactants are [Cl-].O[NH3+:3].[C:4](=[O:7])([O-])[OH:5].[Na+].CS(C)=O.[CH2:13]([C:17]1[N:18]([CH2:36][C:37]2[CH:42]=[CH:41][C:40]([C:43]3[C:44]([C:49]#[N:50])=[CH:45][CH:46]=[CH:47][CH:48]=3)=[CH:39][CH:38]=2)[C:19](=[O:35])[C:20]([C:26]2[CH:31]=[CH:30][C:29]([O:32][CH2:33][CH3:34])=[CH:28][CH:27]=2)=[C:21]([CH:23]2[CH2:25][CH2:24]2)[N:22]=1)[CH2:14][CH2:15][CH3:16]. The catalyst is O. The product is [CH2:13]([C:17]1[N:18]([CH2:36][C:37]2[CH:38]=[CH:39][C:40]([C:43]3[CH:48]=[CH:47][CH:46]=[CH:45][C:44]=3[C:49]3[NH:3][C:4](=[O:7])[O:5][N:50]=3)=[CH:41][CH:42]=2)[C:19](=[O:35])[C:20]([C:26]2[CH:31]=[CH:30][C:29]([O:32][CH2:33][CH3:34])=[CH:28][CH:27]=2)=[C:21]([CH:23]2[CH2:24][CH2:25]2)[N:22]=1)[CH2:14][CH2:15][CH3:16]. The yield is 0.900. (5) The reactants are [H-].[Na+].[CH3:3]I.[N+:5]([C:8]1[CH:13]=[CH:12][C:11]([C:14]2[NH:18][N:17]=[N:16][N:15]=2)=[CH:10][CH:9]=1)([O-:7])=[O:6]. The catalyst is CN(C=O)C. The product is [CH3:3][N:16]1[N:17]=[N:18][C:14]([C:11]2[CH:10]=[CH:9][C:8]([N+:5]([O-:7])=[O:6])=[CH:13][CH:12]=2)=[N:15]1.[CH3:3][N:15]1[C:14]([C:11]2[CH:10]=[CH:9][C:8]([N+:5]([O-:7])=[O:6])=[CH:13][CH:12]=2)=[N:18][N:17]=[N:16]1. The yield is 0.490. (6) The reactants are Cl[C:2]1[C:11]2[C:6](=[CH:7][C:8]([O:14][CH2:15][CH2:16][CH:17]3[CH2:22][CH2:21][N:20]([CH3:23])[CH2:19][CH2:18]3)=[C:9]([O:12][CH3:13])[CH:10]=2)[N:5]=[CH:4][N:3]=1.[F:24][C:25]1[C:33]([OH:34])=[CH:32][CH:31]=[C:30]2[C:26]=1[CH:27]=[CH:28][NH:29]2.C(=O)([O-])[O-].[K+].[K+]. The catalyst is CN(C=O)C. The product is [F:24][C:25]1[C:33]([O:34][C:2]2[C:11]3[C:6](=[CH:7][C:8]([O:14][CH2:15][CH2:16][CH:17]4[CH2:22][CH2:21][N:20]([CH3:23])[CH2:19][CH2:18]4)=[C:9]([O:12][CH3:13])[CH:10]=3)[N:5]=[CH:4][N:3]=2)=[CH:32][CH:31]=[C:30]2[C:26]=1[CH:27]=[CH:28][NH:29]2. The yield is 0.690.